This data is from Catalyst prediction with 721,799 reactions and 888 catalyst types from USPTO. The task is: Predict which catalyst facilitates the given reaction. (1) Reactant: [O:1]1[CH2:6][CH2:5][CH:4]([C:7]([OH:9])=O)[CH2:3][CH2:2]1.CN(C(ON1N=NC2C=CC=NC1=2)=[N+](C)C)C.F[P-](F)(F)(F)(F)F.CCN(C(C)C)C(C)C.Cl.[CH2:44]([O:51][C:52](=[O:71])[NH:53][CH2:54][CH2:55][CH2:56][CH2:57][C@H:58]([NH2:70])[C:59]([C:61]1[S:62][C:63]2[CH:69]=[CH:68][CH:67]=[CH:66][C:64]=2[N:65]=1)=[O:60])[C:45]1[CH:50]=[CH:49][CH:48]=[CH:47][CH:46]=1. Product: [CH2:44]([O:51][C:52](=[O:71])[NH:53][CH2:54][CH2:55][CH2:56][CH2:57][C@H:58]([NH:70][C:7]([CH:4]1[CH2:3][CH2:2][O:1][CH2:6][CH2:5]1)=[O:9])[C:59]([C:61]1[S:62][C:63]2[CH:69]=[CH:68][CH:67]=[CH:66][C:64]=2[N:65]=1)=[O:60])[C:45]1[CH:50]=[CH:49][CH:48]=[CH:47][CH:46]=1. The catalyst class is: 20. (2) Reactant: [Br:1][C:2]1[C:3]([S:11][CH2:12][CH2:13][C:14]([O:16][CH2:17][CH:18]([CH2:23][CH3:24])[CH2:19][CH2:20][CH2:21][CH3:22])=[O:15])=[CH:4][C:5]2[O:9][CH2:8][CH2:7][C:6]=2[CH:10]=1.C(C1C(=O)C(Cl)=C(Cl)C(=O)C=1C#N)#N. Product: [Br:1][C:2]1[C:3]([S:11][CH2:12][CH2:13][C:14]([O:16][CH2:17][CH:18]([CH2:23][CH3:24])[CH2:19][CH2:20][CH2:21][CH3:22])=[O:15])=[CH:4][C:5]2[O:9][CH:8]=[CH:7][C:6]=2[CH:10]=1. The catalyst class is: 440. (3) The catalyst class is: 39. Reactant: Br[CH2:2][C:3]([C:5]1[CH:16]=[CH:15][C:8]2[O:9][C:10]([CH3:14])([CH3:13])[O:11][CH2:12][C:7]=2[CH:6]=1)=[O:4].[N-:17]=[N+:18]=[N-:19].[Na+]. Product: [N:17]([CH2:2][C:3]([C:5]1[CH:16]=[CH:15][C:8]2[O:9][C:10]([CH3:14])([CH3:13])[O:11][CH2:12][C:7]=2[CH:6]=1)=[O:4])=[N+:18]=[N-:19]. (4) Reactant: CN([CH:4]=[O:5])C.C(N(C1CCCCC1)[C@H](C(O)=O)C)(OCC1C2C(=CC=CC=2)C2C1=CC=CC=2)=[O:7].CC(C)N=C=NC(C)C.[CH:44]1[CH:45]=[CH:46][C:47]2[N:52]([OH:53])N=N[C:48]=2[CH:49]=1. Product: [CH3:45][C:44]1[CH:49]=[CH:48][C:47]([N+:52]([O-:53])=[O:7])=[CH:46][C:4]=1[OH:5]. The catalyst class is: 2.